From a dataset of Reaction yield outcomes from USPTO patents with 853,638 reactions. Predict the reaction yield, written as a fraction of the theoretical maximum amount of product (1.0 means a 100% yield; for example, 0.34 means a 34% yield). (1) The reactants are [Cl:1][C:2]1[CH:7]=[CH:6][N:5]=[C:4]([CH3:8])[CH:3]=1.[F:9][C:10]1[CH:20]=[CH:19][C:13]([C:14](OCC)=[O:15])=[CH:12][CH:11]=1.C[Si]([N-][Si](C)(C)C)(C)C.[Li+]. The catalyst is O1CCCC1. The product is [Cl:1][C:2]1[CH:7]=[CH:6][N:5]=[C:4]([CH2:8][C:14]([C:13]2[CH:19]=[CH:20][C:10]([F:9])=[CH:11][CH:12]=2)=[O:15])[CH:3]=1. The yield is 0.990. (2) The catalyst is C(O)(=O)C. The product is [Br:13][C:8]1[C:7]([C:14]([F:17])([F:15])[F:16])=[C:3]2[C:2](=[C:10]([O:11][CH3:12])[CH:9]=1)[N:1]=[CH:18][NH:6][C:4]2=[O:5]. The yield is 0.920. The reactants are [NH2:1][C:2]1[C:10]([O:11][CH3:12])=[CH:9][C:8]([Br:13])=[C:7]([C:14]([F:17])([F:16])[F:15])[C:3]=1[C:4]([NH2:6])=[O:5].[CH2:18](OC(OCC)OCC)C. (3) The reactants are [Cl:1][C:2]1[N:3]([S:15]([C:18]2[CH:23]=[CH:22][CH:21]=[CH:20][CH:19]=2)(=[O:17])=[O:16])[C:4]([C:9]2[CH:14]=[CH:13][CH:12]=[CH:11][CH:10]=2)=[CH:5][C:6]=1[CH2:7][OH:8].C[N+]1([O-])CCOCC1. The catalyst is C(#N)C.C(OCC)(=O)C.[Ru]([O-])(=O)(=O)=O.C([N+](CCC)(CCC)CCC)CC. The product is [Cl:1][C:2]1[N:3]([S:15]([C:18]2[CH:23]=[CH:22][CH:21]=[CH:20][CH:19]=2)(=[O:17])=[O:16])[C:4]([C:9]2[CH:10]=[CH:11][CH:12]=[CH:13][CH:14]=2)=[CH:5][C:6]=1[CH:7]=[O:8]. The yield is 0.530.